The task is: Predict the reactants needed to synthesize the given product.. This data is from Full USPTO retrosynthesis dataset with 1.9M reactions from patents (1976-2016). Given the product [C:19]([C:16]1[CH:15]=[CH:14][C:13]([C@@H:11]([N:7]2[CH2:6][CH2:5][C@:4]([CH2:3][C:2]([OH:1])([CH3:34])[CH3:35])([C:28]3[CH:29]=[CH:30][CH:31]=[CH:32][CH:33]=3)[O:9][C:8]2=[O:10])[CH3:12])=[CH:18][CH:17]=1)#[CH:20], predict the reactants needed to synthesize it. The reactants are: [OH:1][C:2]([CH3:35])([CH3:34])[CH2:3][C@@:4]1([C:28]2[CH:33]=[CH:32][CH:31]=[CH:30][CH:29]=2)[O:9][C:8](=[O:10])[N:7]([C@H:11]([C:13]2[CH:18]=[CH:17][C:16]([C:19]#[C:20][Si](CC)(CC)CC)=[CH:15][CH:14]=2)[CH3:12])[CH2:6][CH2:5]1.[F-].C([N+](CC)(CC)CC)C.